Task: Predict the reactants needed to synthesize the given product.. Dataset: Full USPTO retrosynthesis dataset with 1.9M reactions from patents (1976-2016) Given the product [CH2:1]([C:3]1[CH:9]=[CH:8][CH:7]=[C:6]2[C:4]=1[N:5]=[CH:14][CH:12]=[CH:11]2)[CH3:2], predict the reactants needed to synthesize it. The reactants are: [CH2:1]([C:3]1[CH:9]=[CH:8][CH:7]=[CH:6][C:4]=1[NH2:5])[CH3:2].O[CH2:11][CH:12]([CH2:14]O)O.[OH-].[Na+].